This data is from Full USPTO retrosynthesis dataset with 1.9M reactions from patents (1976-2016). The task is: Predict the reactants needed to synthesize the given product. Given the product [Cl:1][C:2]1[CH:3]=[C:4]([N:11]2[CH2:16][CH2:15][N:14]([CH2:17][CH3:18])[CH2:13][CH2:12]2)[CH:5]=[CH:6][C:7]=1[NH2:8], predict the reactants needed to synthesize it. The reactants are: [Cl:1][C:2]1[CH:3]=[C:4]([N:11]2[CH2:16][CH2:15][N:14]([CH2:17][CH3:18])[CH2:13][CH2:12]2)[CH:5]=[CH:6][C:7]=1[N+:8]([O-])=O.